This data is from Peptide-MHC class I binding affinity with 185,985 pairs from IEDB/IMGT. The task is: Regression. Given a peptide amino acid sequence and an MHC pseudo amino acid sequence, predict their binding affinity value. This is MHC class I binding data. (1) The peptide sequence is AMQTMLFTM. The MHC is HLA-A02:01 with pseudo-sequence HLA-A02:01. The binding affinity (normalized) is 0.835. (2) The peptide sequence is LLSCISVPV. The MHC is HLA-A02:02 with pseudo-sequence HLA-A02:02. The binding affinity (normalized) is 0.970. (3) The peptide sequence is YHRFGLYRL. The MHC is HLA-A26:01 with pseudo-sequence HLA-A26:01. The binding affinity (normalized) is 0.0847. (4) The binding affinity (normalized) is 0.494. The MHC is HLA-C07:02 with pseudo-sequence HLA-C07:02. The peptide sequence is MLYPRVWPY. (5) The peptide sequence is PYCNYTRFW. The MHC is HLA-A29:02 with pseudo-sequence HLA-A29:02. The binding affinity (normalized) is 0.